Dataset: Experimentally validated miRNA-target interactions with 360,000+ pairs, plus equal number of negative samples. Task: Binary Classification. Given a miRNA mature sequence and a target amino acid sequence, predict their likelihood of interaction. (1) The miRNA is hsa-miR-487a-3p with sequence AAUCAUACAGGGACAUCCAGUU. The protein sequence of the target gene is MASAMRGEKCERSRIRELVLILSLITMAGDSRATPFDPSFFIEGVQSEVVNPFNRTILNRFNLTEEQILSIQNRSNPNMRDDSAQSSNQQYLQQVATQRLNDIFKRVQKAISNEPNGSASKEKAGFPICNAETTNPEDWSLGNNVTLQFASSVFISNNDDRLSSALLRLYKTNPGQTREHNPGQASTQPISTENPGNTAPNCAEQPPVGPQIRVTVSIVHQQRKKQRKKRTCNTAMLSSSSTGWVEIDVKCALAYWEQQHRQQLRQQQPLQPQLTASVVGILMIEVHDDEENLLRPGLYF.... Result: 0 (no interaction). (2) The miRNA is hsa-miR-186-5p with sequence CAAAGAAUUCUCCUUUUGGGCU. The protein sequence of the target gene is MGNTTSDRVSGERHGAKAARSEGAGGHAPGKEHKIMVGSTDDPSVFSLPDSKLPGDKEFVSWQQDLEDSVKPTQQARPTVIRWSEGGKEVFISGSFNNWSTKIPLIKSHNDFVAILDLPEGEHQYKFFVDGQWVHDPSEPVVTSQLGTINNLIHVKKSDFEVFDALKLDSMESSETSCRDLSSSPPGPYGQEMYAFRSEERFKSPPILPPHLLQVILNKDTNISCDPALLPEPNHVMLNHLYALSIKDSVMVLSATHRYKKKYVTTLLYKPI. Result: 1 (interaction). (3) The miRNA is hsa-miR-3143 with sequence AUAACAUUGUAAAGCGCUUCUUUCG. The protein sequence of the target gene is MAAARATTPADGEEPAPEAEALAAARERSSRFLSGLELVKQGAEARVFRGRFQGRAAVIKHRFPKGYRHPALEARLGRRRTVQEARALLRCRRAGISAPVVFFVDYASNCLYMEEIEGSVTVRDYIQSTMETEKTPQGLSNLAKTIGQVLARMHDEDLIHGDLTTSNMLLKPPLEQLNIVLIDFGLSFISALPEDKGVDLYVLEKAFLSTHPNTETVFEAFLKSYSTSSKKARPVLKKLDEVRLRGRKRSMVG. Result: 0 (no interaction). (4) The miRNA is hsa-miR-6748-5p with sequence UGUGGGUGGGAAGGACUGGAUU. The protein sequence of the target gene is MLRTALRGAPRLLSRVQPRAPCLRRLWGRGARPEVAGRRRAWAWGWRRSSSEQGPGPAAALGRVEAAHYQLVYTCKVCGTRSSKRISKLAYHQGVVIVTCPGCQNHHIIADNLGWFSDLNGKRNIEEILTARGEQVHRVAGEGALELVLEAAGAPTSTAAPEAGEDEGPPSPGKTEPS. Result: 1 (interaction). (5) The miRNA is hsa-miR-548as-3p with sequence UAAAACCCACAAUUAUGUUUGU. The protein sequence of the target gene is MDHLNEATQGKEHSEMSNNVSDPKGPPAKIARLEQNGSPLGRGRLGSTGGKMQGVPLKHSGHLMKTNLRKGTMLPVFCVVEHYENAIEYDCKEEHAEFVLVRKDMLFNQLIEMALLSLGYSHSSAAQAKGLIQVGKWNPVPLSYVTDAPDATVADMLQDVYHVVTLKIQLHSCPKLEDLPPEQWSHTTVRNALKDLLKDMNQSSLAKECPLSQSMISSIVNSTYYANVSAAKCQEFGRWYKHFKKTKDMMVEMDSLSELSQQGANHVNFGQQPVPGNTAEQPPSPAQLSHGSQPSVRTPL.... Result: 0 (no interaction).